Task: Predict the reactants needed to synthesize the given product.. Dataset: Full USPTO retrosynthesis dataset with 1.9M reactions from patents (1976-2016) (1) Given the product [C:10]([O:13][C:14]([NH:1][C@H:2]([CH2:3][CH2:4][CH3:5])[C:6]([OH:8])=[O:7])=[O:15])([CH3:12])([CH3:11])[CH3:9], predict the reactants needed to synthesize it. The reactants are: [NH2:1][C@@H:2]([C:6]([OH:8])=[O:7])[CH2:3][CH2:4][CH3:5].[CH3:9][C:10]([O:13][C:14](O[C:14]([O:13][C:10]([CH3:12])([CH3:11])[CH3:9])=[O:15])=[O:15])([CH3:12])[CH3:11]. (2) Given the product [C:39]([C:36]1[CH:37]=[CH:38][C:33]([C:31]([N:28]2[CH2:27][CH2:26][CH:25]([NH:24][S:19]([C:5]3[CH:6]=[C:7]([S:10]([C:13]4[CH:18]=[CH:17][CH:16]=[CH:15][CH:14]=4)(=[O:12])=[O:11])[CH:8]=[CH:9][C:4]=3[CH:1]([CH3:3])[CH3:2])(=[O:21])=[O:20])[CH2:30][CH2:29]2)=[O:32])=[CH:34][CH:35]=1)([CH3:42])([CH3:40])[CH3:41], predict the reactants needed to synthesize it. The reactants are: [CH:1]([C:4]1[CH:9]=[CH:8][C:7]([S:10]([C:13]2[CH:18]=[CH:17][CH:16]=[CH:15][CH:14]=2)(=[O:12])=[O:11])=[CH:6][C:5]=1[S:19](Cl)(=[O:21])=[O:20])([CH3:3])[CH3:2].Cl.[NH2:24][CH:25]1[CH2:30][CH2:29][N:28]([C:31]([C:33]2[CH:38]=[CH:37][C:36]([C:39]([CH3:42])([CH3:41])[CH3:40])=[CH:35][CH:34]=2)=[O:32])[CH2:27][CH2:26]1.C(N(C(C)C)CC)(C)C. (3) Given the product [N+:1]([C:4]1[CH:5]=[CH:6][C:7]([CH2:10][CH2:11][CH2:12][C:13]2[S:15][CH:17]=[CH:18][N:14]=2)=[N:8][CH:9]=1)([O-:3])=[O:2], predict the reactants needed to synthesize it. The reactants are: [N+:1]([C:4]1[CH:5]=[CH:6][C:7]([CH2:10][CH2:11][CH2:12][C:13](=[S:15])[NH2:14])=[N:8][CH:9]=1)([O-:3])=[O:2].Br[CH2:17][CH:18](OC)OC.C([O-])(O)=O.[Na+].